From a dataset of Catalyst prediction with 721,799 reactions and 888 catalyst types from USPTO. Predict which catalyst facilitates the given reaction. (1) Reactant: [F:1][C:2]1[CH:7]=[CH:6][C:5]([N+:8]([O-:10])=[O:9])=[C:4](I)[CH:3]=1.[C:12]1([Mg]Cl)[CH:17]=CC=C[CH:13]=1.C([Cu])#N.C(Br)C=C. Product: [F:1][C:2]1[CH:7]=[CH:6][C:5]([N+:8]([O-:10])=[O:9])=[C:4]([CH2:17][CH:12]=[CH2:13])[CH:3]=1. The catalyst class is: 1. (2) Reactant: Br[C:2]1[S:3][CH:4]=[CH:5][N:6]=1.C([Mg]Cl)(C)C.[CH:12]([C:14]1[CH:23]=[CH:22][C:17]([C:18]([O:20][CH3:21])=[O:19])=[CH:16][CH:15]=1)=[O:13]. Product: [OH:13][CH:12]([C:2]1[S:3][CH:4]=[CH:5][N:6]=1)[C:14]1[CH:15]=[CH:16][C:17]([C:18]([O:20][CH3:21])=[O:19])=[CH:22][CH:23]=1. The catalyst class is: 1. (3) Reactant: [F:1][C:2]1[C:3]([C:8]([C:10]2[C:11]3[CH:23]=[CH:22][CH:21]=[CH:20][C:12]=3[S:13][C:14]=2[CH2:15][CH2:16][N:17]([CH3:19])[CH3:18])=[CH2:9])=[N:4][CH:5]=[CH:6][CH:7]=1. Product: [F:1][C:2]1[C:3]([CH:8]([C:10]2[C:11]3[CH:23]=[CH:22][CH:21]=[CH:20][C:12]=3[S:13][C:14]=2[CH2:15][CH2:16][N:17]([CH3:18])[CH3:19])[CH3:9])=[N:4][CH:5]=[CH:6][CH:7]=1. The catalyst class is: 865. (4) Reactant: [Cl-].[NH4+].O.[I:4][C:5]1[CH:10]=[C:9]([N+:11]([O-])=O)[CH:8]=[CH:7][C:6]=1[O:14][CH2:15][CH2:16][O:17][CH3:18]. Product: [I:4][C:5]1[CH:10]=[C:9]([NH2:11])[CH:8]=[CH:7][C:6]=1[O:14][CH2:15][CH2:16][O:17][CH3:18]. The catalyst class is: 186. (5) Reactant: [F:1][C:2]([F:19])([F:18])[C:3]1[CH:17]=[CH:16][C:6]([O:7][C:8]2[CH:15]=[CH:14][C:11]([CH:12]=O)=[CH:10][CH:9]=2)=[CH:5][CH:4]=1.[F:20][C:21]1[CH:26]=[CH:25][C:24]([CH2:27][NH2:28])=[CH:23][CH:22]=1.C(O)(=O)C.C(O[BH-](OC(=O)C)OC(=O)C)(=O)C.[Na+]. Product: [F:20][C:21]1[CH:26]=[CH:25][C:24]([CH2:27][NH:28][CH2:12][C:11]2[CH:14]=[CH:15][C:8]([O:7][C:6]3[CH:16]=[CH:17][C:3]([C:2]([F:19])([F:18])[F:1])=[CH:4][CH:5]=3)=[CH:9][CH:10]=2)=[CH:23][CH:22]=1. The catalyst class is: 68. (6) Reactant: [CH2:1]([C:9]1[CH:21]=[CH:20][C:12]([C:13]([O:15]C(C)(C)C)=[O:14])=[CH:11][CH:10]=1)[CH2:2][C:3]1[CH:8]=[CH:7][CH:6]=[CH:5][CH:4]=1. Product: [CH2:1]([C:9]1[CH:10]=[CH:11][C:12]([C:13]([OH:15])=[O:14])=[CH:20][CH:21]=1)[CH2:2][C:3]1[CH:4]=[CH:5][CH:6]=[CH:7][CH:8]=1. The catalyst class is: 281.